From a dataset of Full USPTO retrosynthesis dataset with 1.9M reactions from patents (1976-2016). Predict the reactants needed to synthesize the given product. Given the product [C:20]([C:13]1[CH:14]=[C:15]2[C:10](=[CH:11][CH:12]=1)[NH:9][CH:8]([C:3]1[CH:4]=[CH:5][CH:6]=[CH:7][C:2]=1[NH:1][S:28]([C:22]1[CH:27]=[CH:26][CH:25]=[CH:24][CH:23]=1)(=[O:30])=[O:29])[CH2:17][C:16]2([CH3:18])[CH3:19])#[N:21], predict the reactants needed to synthesize it. The reactants are: [NH2:1][C:2]1[CH:7]=[CH:6][CH:5]=[CH:4][C:3]=1[CH:8]1[CH2:17][C:16]([CH3:19])([CH3:18])[C:15]2[C:10](=[CH:11][CH:12]=[C:13]([C:20]#[N:21])[CH:14]=2)[NH:9]1.[C:22]1([S:28](Cl)(=[O:30])=[O:29])[CH:27]=[CH:26][CH:25]=[CH:24][CH:23]=1.